From a dataset of Full USPTO retrosynthesis dataset with 1.9M reactions from patents (1976-2016). Predict the reactants needed to synthesize the given product. Given the product [Br:19][C:16]1[CH:17]=[N:18][C:11]2[NH:10][CH:9]([C:3]3[C:2]([F:1])=[CH:7][CH:6]=[CH:5][C:4]=3[F:8])[CH2:14][O:13][C:12]=2[CH:15]=1, predict the reactants needed to synthesize it. The reactants are: [F:1][C:2]1[CH:7]=[CH:6][CH:5]=[C:4]([F:8])[C:3]=1[CH:9]1[CH2:14][O:13][C:12]2[CH:15]=[CH:16][CH:17]=[N:18][C:11]=2[NH:10]1.[Br:19]N1C(=O)CCC1=O.CCOC(C)=O.CCCCCC.